Dataset: Blood-brain barrier permeability regression values from the B3DB database. Task: Regression/Classification. Given a drug SMILES string, predict its absorption, distribution, metabolism, or excretion properties. Task type varies by dataset: regression for continuous measurements (e.g., permeability, clearance, half-life) or binary classification for categorical outcomes (e.g., BBB penetration, CYP inhibition). For this dataset (b3db_regression), we predict Y. (1) The drug is CC1=C(C2=C(N1C(=O)C3=CC=C(C=C3)Cl)C=CC(=C2)OC)CC(=O)O. The Y is -1.30 log(BB ratio). (2) The drug is CC1=CN(C(=O)NC1=O)C2CC(C(O2)CO)N=[N+]=[N-]. The Y is -0.720 log(BB ratio). (3) The drug is CN1CCC[C@H](C1)C2=NC3=CC=CC=C3N2CC4=CC=C(C=C4)F. The Y is 0.430 log(BB ratio). (4) The molecule is CC(C)NC1=C(N=CC=C1)N2CCNCC2. The Y is -0.140 log(BB ratio). (5) The compound is C1CCC(CC1)(CC2=NOC(=O)N2)CN. The Y is -1.30 log(BB ratio). (6) The molecule is C1CN=C(N1)NC2=C(C=C(C=C2Br)Br)Br. The Y is 0.580 log(BB ratio).